This data is from Forward reaction prediction with 1.9M reactions from USPTO patents (1976-2016). The task is: Predict the product of the given reaction. Given the reactants [NH:1]1[C:5]([NH2:6])=[CH:4][CH:3]=[N:2]1.[CH3:7][C:8]([CH2:10][C:11]([C:13]([O:15][CH3:16])=[O:14])=O)=O, predict the reaction product. The product is: [CH3:7][C:8]1[N:1]2[N:2]=[CH:3][CH:4]=[C:5]2[N:6]=[C:11]([C:13]([O:15][CH3:16])=[O:14])[CH:10]=1.